From a dataset of Forward reaction prediction with 1.9M reactions from USPTO patents (1976-2016). Predict the product of the given reaction. Given the reactants [CH3:1][O:2][C:3]1[CH:4]=[C:5]2[C:9](=[CH:10][CH:11]=1)[NH:8][CH:7]=[C:6]2/[CH:12]=[CH:13]/[C:14]#[N:15].O1CCCC1, predict the reaction product. The product is: [CH3:1][O:2][C:3]1[CH:4]=[C:5]2[C:9](=[CH:10][CH:11]=1)[NH:8][CH:7]=[C:6]2[CH2:12][CH2:13][C:14]#[N:15].